From a dataset of NCI-60 drug combinations with 297,098 pairs across 59 cell lines. Regression. Given two drug SMILES strings and cell line genomic features, predict the synergy score measuring deviation from expected non-interaction effect. (1) Drug 1: C1=NC(=NC(=O)N1C2C(C(C(O2)CO)O)O)N. Drug 2: C1CN(P(=O)(OC1)NCCCl)CCCl. Cell line: EKVX. Synergy scores: CSS=1.92, Synergy_ZIP=-2.14, Synergy_Bliss=-0.879, Synergy_Loewe=0.623, Synergy_HSA=-0.314. (2) Drug 1: CCN(CC)CCCC(C)NC1=C2C=C(C=CC2=NC3=C1C=CC(=C3)Cl)OC. Drug 2: C(CCl)NC(=O)N(CCCl)N=O. Cell line: HS 578T. Synergy scores: CSS=33.7, Synergy_ZIP=-6.50, Synergy_Bliss=2.46, Synergy_Loewe=6.01, Synergy_HSA=7.42.